Predict the product of the given reaction. From a dataset of Forward reaction prediction with 1.9M reactions from USPTO patents (1976-2016). (1) Given the reactants [CH3:1][S-:2].[Na+].Cl[C:5]1[N:13]=[C:12]2[C:8]([N:9]=[CH:10][N:11]2[CH:14]2[CH2:19][CH2:18][CH2:17][CH2:16][O:15]2)=[C:7]([C:20]2[CH:25]=[CH:24][C:23]([CH3:26])=[CH:22][C:21]=2[CH3:27])[N:6]=1, predict the reaction product. The product is: [CH3:27][C:21]1[CH:22]=[C:23]([CH3:26])[CH:24]=[CH:25][C:20]=1[C:7]1[N:6]=[C:5]([S:2][CH3:1])[N:13]=[C:12]2[C:8]=1[N:9]=[CH:10][N:11]2[CH:14]1[CH2:19][CH2:18][CH2:17][CH2:16][O:15]1. (2) Given the reactants Cl[C:2]1[CH:7]=[CH:6][N:5]2[N:8]=[CH:9][C:10]([CH:11]=[O:12])=[C:4]2[N:3]=1.[CH3:13][N:14]1[CH2:20][CH2:19][CH2:18][NH:17][CH2:16][CH2:15]1.ClCCl.O, predict the reaction product. The product is: [CH3:13][N:14]1[CH2:20][CH2:19][CH2:18][N:17]([C:2]2[CH:7]=[CH:6][N:5]3[N:8]=[CH:9][C:10]([CH:11]=[O:12])=[C:4]3[N:3]=2)[CH2:16][CH2:15]1. (3) Given the reactants [CH2:1]([C:5]1[S:9][C:8]([C:10]([OH:12])=O)=[CH:7][CH:6]=1)[CH:2]([CH3:4])[CH3:3].[CH3:13][Li], predict the reaction product. The product is: [CH2:1]([C:5]1[S:9][C:8]([C:10](=[O:12])[CH3:13])=[CH:7][CH:6]=1)[CH:2]([CH3:3])[CH3:4]. (4) The product is: [Cl:3][CH2:23][C@@H:22]([N:7]([CH2:5][CH3:6])[C:8](=[O:21])[C:9]1[CH:14]=[C:13]([CH3:15])[CH:12]=[CH:11][C:10]=1[N:16]1[N:20]=[CH:19][CH:18]=[N:17]1)[CH3:25]. Given the reactants S(Cl)([Cl:3])=O.[CH2:5]([N:7]([C@@H:22]([CH3:25])[CH2:23]O)[C:8](=[O:21])[C:9]1[CH:14]=[C:13]([CH3:15])[CH:12]=[CH:11][C:10]=1[N:16]1[N:20]=[CH:19][CH:18]=[N:17]1)[CH3:6], predict the reaction product. (5) Given the reactants O1[CH:5]=[N:4][N:3]=[C:2]1[C:6]1[CH:14]=[CH:13][C:9]2[N:10]=[CH:11][NH:12][C:8]=2[CH:7]=1.[F:15][C:16]1[CH:17]=[C:18]([CH:21]=[CH:22][C:23]=1[F:24])[CH2:19][NH2:20], predict the reaction product. The product is: [F:15][C:16]1[CH:17]=[C:18]([CH:21]=[CH:22][C:23]=1[F:24])[CH2:19][N:20]1[CH:5]=[N:4][N:3]=[C:2]1[C:6]1[CH:14]=[CH:13][C:9]2[NH:10][CH:11]=[N:12][C:8]=2[CH:7]=1.